This data is from Forward reaction prediction with 1.9M reactions from USPTO patents (1976-2016). The task is: Predict the product of the given reaction. The product is: [Cl:31][C:30]1[C:25]2[B:26]([OH:29])[O:27][CH2:28][C:24]=2[CH:23]=[CH:22][C:21]=1[O:20][CH2:19][C:16]([NH:15][C:8](=[O:10])[C:7]1[CH:6]=[CH:5][C:4]([S:3][C:2]([F:1])([F:14])[F:13])=[CH:12][CH:11]=1)([C:17]#[N:18])[CH3:32]. Given the reactants [F:1][C:2]([F:14])([F:13])[S:3][C:4]1[CH:12]=[CH:11][C:7]([C:8]([OH:10])=O)=[CH:6][CH:5]=1.[NH2:15][C:16]([CH3:32])([CH2:19][O:20][C:21]1[CH:22]=[CH:23][C:24]2[CH2:28][O:27][B:26]([OH:29])[C:25]=2[C:30]=1[Cl:31])[C:17]#[N:18].CCN(C(C)C)C(C)C, predict the reaction product.